Predict the product of the given reaction. From a dataset of Forward reaction prediction with 1.9M reactions from USPTO patents (1976-2016). (1) Given the reactants [CH3:1][N:2]1[CH:6]=[C:5]([C:7]#[N:8])[N:4]=[CH:3]1.[CH2:9]([Mg]Br)[CH3:10].B(F)(F)F.[OH-].[Na+], predict the reaction product. The product is: [CH3:1][N:2]1[CH:6]=[C:5]([C:7]2([NH2:8])[CH2:10][CH2:9]2)[N:4]=[CH:3]1. (2) Given the reactants [CH3:1][O:2][C:3]1[CH:20]=[CH:19][C:6]([CH2:7][N:8]2[C:17]3[C:12](=[CH:13][CH:14]=[CH:15][CH:16]=3)[CH2:11][CH2:10][C:9]2=[O:18])=[CH:5][CH:4]=1.[Li+].CC([N-]C(C)C)C.[I:29][CH2:30][CH2:31][CH2:32][CH2:33]I, predict the reaction product. The product is: [I:29][CH2:30][CH2:31][CH2:32][CH2:33][CH:10]1[CH2:11][C:12]2[C:17](=[CH:16][CH:15]=[CH:14][CH:13]=2)[N:8]([CH2:7][C:6]2[CH:5]=[CH:4][C:3]([O:2][CH3:1])=[CH:20][CH:19]=2)[C:9]1=[O:18]. (3) Given the reactants O.Cl.[NH:3]1[CH2:8][CH2:7][CH2:6][CH2:5][C:4]1=O.[CH3:10][C:11]([O:14][C:15](O[C:15]([O:14][C:11]([CH3:13])([CH3:12])[CH3:10])=[O:16])=[O:16])([CH3:13])[CH3:12].C(=O)([O-])[O-:26].[Na+].[Na+].O1CCOCC1, predict the reaction product. The product is: [O:26]=[C:6]1[CH2:7][CH2:8][N:3]([C:15]([O:14][C:11]([CH3:13])([CH3:12])[CH3:10])=[O:16])[CH2:4][CH2:5]1.